From a dataset of Forward reaction prediction with 1.9M reactions from USPTO patents (1976-2016). Predict the product of the given reaction. (1) Given the reactants [NH2:1][C@@H:2]([C@H:6]([OH:8])[CH3:7])[C:3]([OH:5])=[O:4].O=S(Cl)Cl.[CH3:13]CN(CC)CC, predict the reaction product. The product is: [NH2:1][C@@H:2]([C@H:6]([OH:8])[CH3:7])[C:3]([O:5][CH3:13])=[O:4]. (2) Given the reactants [Cl:1][C:2]1[C:3]([C:9]#[N:10])=[N:4][CH:5]=[C:6](Cl)[CH:7]=1.[C:11]([C:13]1[CH:23]=[CH:22][C:16]([C:17]([O:19][CH2:20][CH3:21])=[O:18])=[CH:15][CH:14]=1)#[CH:12].C(N(CC)CC)C, predict the reaction product. The product is: [Cl:1][C:2]1[CH:7]=[C:6]([C:12]#[C:11][C:13]2[CH:23]=[CH:22][C:16]([C:17]([O:19][CH2:20][CH3:21])=[O:18])=[CH:15][CH:14]=2)[CH:5]=[N:4][C:3]=1[C:9]#[N:10]. (3) Given the reactants Br[C:2]1[CH:7]=[CH:6][C:5]([CH2:8][CH2:9][C:10]2([CH2:16][O:17][Si:18]([C:21]([CH3:24])([CH3:23])[CH3:22])([CH3:20])[CH3:19])[CH2:14][O:13][C:12]([CH3:15])=[N:11]2)=[CH:4][CH:3]=1.[C:25]([O-:28])([O-])=O.[Na+].[Na+], predict the reaction product. The product is: [Si:18]([O:17][CH2:16][C:10]1([CH2:9][CH2:8][C:5]2([CH:25]=[O:28])[CH:6]=[CH:7][C:2]([C:2]3[CH:7]=[CH:6][CH:5]=[CH:4][CH:3]=3)=[CH:3][CH2:4]2)[CH2:14][O:13][C:12]([CH3:15])=[N:11]1)([C:21]([CH3:24])([CH3:23])[CH3:22])([CH3:20])[CH3:19]. (4) Given the reactants ClC(Cl)(Cl)C(Cl)(Cl)Cl.[F:9][C:10]1[CH:11]=[CH:12][C:13]([NH:16][NH:17][C:18](=O)[C:19]2[C:24]([Cl:25])=[CH:23][CH:22]=[CH:21][C:20]=2[Cl:26])=[N:14][CH:15]=1.C1(P(C2C=CC=CC=2)C2C=CC=CC=2)C=CC=CC=1.C(N(CC)CC)C, predict the reaction product. The product is: [Cl:26][C:20]1[CH:21]=[CH:22][CH:23]=[C:24]([Cl:25])[C:19]=1[C:18]1[N:14]2[CH:15]=[C:10]([F:9])[CH:11]=[CH:12][C:13]2=[N:16][N:17]=1. (5) Given the reactants [C:1]([O:5][C:6]([NH:8][CH2:9][C:10]1[C:11]([C:29]2[CH:34]=[CH:33][C:32]([CH3:35])=[CH:31][CH:30]=2)=[C:12]([CH2:21][NH:22][CH2:23][C:24]([O:26]CC)=[O:25])[C:13]([CH3:20])=[N:14][C:15]=1[CH2:16][CH:17]([CH3:19])[CH3:18])=[O:7])([CH3:4])([CH3:3])[CH3:2].[OH-].[Na+].Cl, predict the reaction product. The product is: [C:1]([O:5][C:6]([NH:8][CH2:9][C:10]1[C:11]([C:29]2[CH:30]=[CH:31][C:32]([CH3:35])=[CH:33][CH:34]=2)=[C:12]([CH2:21][NH:22][CH2:23][C:24]([OH:26])=[O:25])[C:13]([CH3:20])=[N:14][C:15]=1[CH2:16][CH:17]([CH3:18])[CH3:19])=[O:7])([CH3:2])([CH3:3])[CH3:4].